From a dataset of Reaction yield outcomes from USPTO patents with 853,638 reactions. Predict the reaction yield, written as a fraction of the theoretical maximum amount of product (1.0 means a 100% yield; for example, 0.34 means a 34% yield). (1) The reactants are [N+:1]([C:4]1[CH:9]=[CH:8][CH:7]=[CH:6][C:5]=1[N:10]1[CH:14]=[CH:13][CH:12]=[C:11]1[CH:15]=[CH:16][CH:17]=[O:18])([O-:3])=[O:2].C(=O)(O)[OH:20].[NH2:23][NH:24][C:25]([NH2:27])=[NH:26]. The catalyst is C1COCC1. The product is [C:17]([O-:18])(=[O:20])[CH3:16].[N+:1]([C:4]1[CH:9]=[CH:8][CH:7]=[CH:6][C:5]=1[N:10]1[CH:14]=[CH:13][CH:12]=[C:11]1[CH:15]=[CH:16][CH:17]=[N:23][NH:24][C:25]([NH2:27])=[NH2+:26])([O-:3])=[O:2]. The yield is 0.550. (2) The reactants are [NH:1]1[CH2:4][CH:3]([C:5]2[CH:6]=[CH:7][C:8]3[O:17][CH2:16][CH2:15][C:14]4[N:10]([N:11]=[C:12]([C:18]5[N:19]([CH:23]([CH3:25])[CH3:24])[N:20]=[CH:21][N:22]=5)[CH:13]=4)[C:9]=3[CH:26]=2)[CH2:2]1.C(N(CC)CC)C.[CH3:34][S:35](Cl)(=[O:37])=[O:36]. The catalyst is C(Cl)Cl. The product is [CH:23]([N:19]1[C:18]([C:12]2[CH:13]=[C:14]3[N:10]([C:9]4[CH:26]=[C:5]([CH:3]5[CH2:2][N:1]([S:35]([CH3:34])(=[O:37])=[O:36])[CH2:4]5)[CH:6]=[CH:7][C:8]=4[O:17][CH2:16][CH2:15]3)[N:11]=2)=[N:22][CH:21]=[N:20]1)([CH3:24])[CH3:25]. The yield is 0.640. (3) The reactants are C([O:3][C:4](=[O:15])[CH2:5][CH:6]([C:8]1[CH:13]=[CH:12][CH:11]=[C:10]([F:14])[CH:9]=1)[CH3:7])C.[OH-].[Na+].C(OCC)C. The catalyst is C(O)C.O. The product is [F:14][C:10]1[CH:9]=[C:8]([CH:6]([CH3:7])[CH2:5][C:4]([OH:15])=[O:3])[CH:13]=[CH:12][CH:11]=1. The yield is 0.926. (4) The reactants are [Cl:1][C:2]1[CH:3]=[CH:4][C:5]2[N:6](C(C3C=CC(N(C)C)=CC=3)=C[N:10]=2)[N:7]=1.[OH-].[NH4+].[CH2:22](O)C. No catalyst specified. The product is [Cl:1][C:2]1[N:7]=[N:6][C:5]([NH2:10])=[CH:4][C:3]=1[CH3:22]. The yield is 0.727. (5) The reactants are N(C(N1CCCCC1)=O)=NC(N1CCCCC1)=O.C(P(CCCC)CCCC)CCC.[CH3:32][O:33][CH:34]([O:51][CH3:52])[C:35]1[C:40]([O:41][CH2:42][O:43][CH3:44])=[C:39]([C:45]([F:48])([F:47])[F:46])[CH:38]=[CH:37][C:36]=1[CH2:49][OH:50].O[C:54]1[CH:59]=[CH:58][C:57]([C:60]2[CH:65]=[CH:64][C:63]([CH2:66][C:67]([O:69][CH3:70])=[O:68])=[CH:62][CH:61]=2)=[CH:56][CH:55]=1. The catalyst is O1CCCC1. The product is [CH3:52][O:51][CH:34]([O:33][CH3:32])[C:35]1[C:40]([O:41][CH2:42][O:43][CH3:44])=[C:39]([C:45]([F:46])([F:47])[F:48])[CH:38]=[CH:37][C:36]=1[CH2:49][O:50][C:54]1[CH:55]=[CH:56][C:57]([C:60]2[CH:65]=[CH:64][C:63]([CH2:66][C:67]([O:69][CH3:70])=[O:68])=[CH:62][CH:61]=2)=[CH:58][CH:59]=1. The yield is 0.580. (6) The reactants are [N:1]1[CH:6]=[CH:5][CH:4]=[CH:3][C:2]=1[C:7]1[C:26]2[NH:27][C:23](=[CH:24][CH:25]=2)[C:22]([C:28]2[CH:33]=[CH:32][CH:31]=[CH:30][N:29]=2)=[C:21]2[N:34]=[C:18]([CH:19]=[CH:20]2)[C:17]([C:35]2[CH:40]=[CH:39][CH:38]=[CH:37][N:36]=2)=[C:16]2[NH:41][C:13]([CH:14]=[CH:15]2)=[C:12]([C:42]2[CH:47]=[CH:46][CH:45]=[CH:44][N:43]=2)[C:11]2=[N:48][C:8]=1[CH:9]=[CH:10]2.[C:49]12[CH:72]=C3N=C(C=C3)C=C3NC(C=C3)=CC3=NC(C=C3)=CC(N1)=C[CH:50]=2.CO.C(Cl)(Cl)Cl. The catalyst is C(Br)C=C. The product is [CH2:7]([C:33]1[C:28]([C:22]2[C:23]3[NH:27][C:26](=[CH:25][CH:24]=3)[C:7]([C:2]3[C:3]([CH2:6][CH:5]=[CH2:4])=[CH:4][CH:5]=[CH:6][N:1]=3)=[C:8]3[N:48]=[C:11]([CH:10]=[CH:9]3)[C:12]([C:42]3[C:47]([CH2:72][CH:49]=[CH2:50])=[CH:46][CH:45]=[CH:44][N:43]=3)=[C:13]3[NH:41][C:16]([CH:15]=[CH:14]3)=[C:17]([C:35]3[C:40]([CH2:10][CH:9]=[CH2:8])=[CH:39][CH:38]=[CH:37][N:36]=3)[C:18]3=[N:34][C:21]=2[CH:20]=[CH:19]3)=[N:29][CH:30]=[CH:31][CH:32]=1)[CH:2]=[CH2:3]. The yield is 0.780.